Dataset: Peptide-MHC class I binding affinity with 185,985 pairs from IEDB/IMGT. Task: Regression. Given a peptide amino acid sequence and an MHC pseudo amino acid sequence, predict their binding affinity value. This is MHC class I binding data. (1) The peptide sequence is AIKQYGDIDL. The MHC is HLA-A02:06 with pseudo-sequence HLA-A02:06. The binding affinity (normalized) is 0. (2) The peptide sequence is EHSWNADLY. The MHC is HLA-A29:02 with pseudo-sequence HLA-A29:02. The binding affinity (normalized) is 0.474. (3) The peptide sequence is ERYFRINSL. The MHC is HLA-B08:01 with pseudo-sequence HLA-B08:01. The binding affinity (normalized) is 0.682.